Dataset: Peptide-MHC class II binding affinity with 134,281 pairs from IEDB. Task: Regression. Given a peptide amino acid sequence and an MHC pseudo amino acid sequence, predict their binding affinity value. This is MHC class II binding data. The peptide sequence is QVPLVQQQQYLGQQQP. The MHC is HLA-DPA10201-DPB11401 with pseudo-sequence HLA-DPA10201-DPB11401. The binding affinity (normalized) is 0.